This data is from Forward reaction prediction with 1.9M reactions from USPTO patents (1976-2016). The task is: Predict the product of the given reaction. (1) Given the reactants C[O:2][C:3](=[O:35])[C@@H:4]([O:32][CH2:33][CH3:34])[CH2:5][C:6]1[C:11]([CH3:12])=[CH:10][C:9]([O:13][CH2:14][C:15]2[S:19][C:18]([C:20]3[CH:25]=[CH:24][C:23]([C:26]([F:29])([F:28])[F:27])=[CH:22][CH:21]=3)=[N:17][C:16]=2[CH3:30])=[CH:8][C:7]=1[CH3:31].[Li+].[OH-], predict the reaction product. The product is: [CH3:31][C:7]1[CH:8]=[C:9]([O:13][CH2:14][C:15]2[S:19][C:18]([C:20]3[CH:25]=[CH:24][C:23]([C:26]([F:29])([F:27])[F:28])=[CH:22][CH:21]=3)=[N:17][C:16]=2[CH3:30])[CH:10]=[C:11]([CH3:12])[C:6]=1[CH2:5][C@H:4]([O:32][CH2:33][CH3:34])[C:3]([OH:35])=[O:2]. (2) Given the reactants C(N([CH2:6][CH3:7])CC)C.[CH3:8]S(Cl)(=O)=O.C[C:14]([CH3:17])([O-])[CH3:15].[K+].[C:19]1([SH:25])[CH:24]=[CH:23][CH:22]=[CH:21][CH:20]=1, predict the reaction product. The product is: [C:19]1([S:25][C:7]2[CH:6]=[CH:17][CH:14]=[CH:15][CH:8]=2)[CH:24]=[CH:23][CH:22]=[CH:21][CH:20]=1. (3) Given the reactants C([S@@]([NH:7][C@@H:8]([C:10]1[S:14][C:13]([C:15]([O-:17])=[O:16])=[CH:12][CH:11]=1)[CH3:9])=O)(C)(C)C.[ClH:18], predict the reaction product. The product is: [ClH:18].[NH2:7][C@@H:8]([C:10]1[S:14][C:13]([C:15]([OH:17])=[O:16])=[CH:12][CH:11]=1)[CH3:9]. (4) Given the reactants [F:1][C:2]1[CH:7]=[C:6]([F:8])[CH:5]=[CH:4][C:3]=1[CH2:9][C:10]([OH:12])=O.[CH3:13][NH:14][C@H:15]1[CH2:34][N:19]2[C:20]3[C:25]([C:26]([CH2:27][C:28]([O:30]CCC)=[O:29])=[C:18]2[CH2:17][CH2:16]1)=[CH:24][CH:23]=[CH:22][CH:21]=3, predict the reaction product. The product is: [F:1][C:2]1[CH:7]=[C:6]([F:8])[CH:5]=[CH:4][C:3]=1[CH2:9][C:10]([N:14]([CH3:13])[C@H:15]1[CH2:34][N:19]2[C:20]3[C:25]([C:26]([CH2:27][C:28]([OH:30])=[O:29])=[C:18]2[CH2:17][CH2:16]1)=[CH:24][CH:23]=[CH:22][CH:21]=3)=[O:12].